Dataset: NCI-60 drug combinations with 297,098 pairs across 59 cell lines. Task: Regression. Given two drug SMILES strings and cell line genomic features, predict the synergy score measuring deviation from expected non-interaction effect. (1) Drug 1: CC1=C2C(C(=O)C3(C(CC4C(C3C(C(C2(C)C)(CC1OC(=O)C(C(C5=CC=CC=C5)NC(=O)C6=CC=CC=C6)O)O)OC(=O)C7=CC=CC=C7)(CO4)OC(=O)C)O)C)OC(=O)C. Drug 2: B(C(CC(C)C)NC(=O)C(CC1=CC=CC=C1)NC(=O)C2=NC=CN=C2)(O)O. Cell line: HS 578T. Synergy scores: CSS=77.4, Synergy_ZIP=1.28, Synergy_Bliss=0.992, Synergy_Loewe=-3.12, Synergy_HSA=1.92. (2) Drug 1: CCC1=CC2CC(C3=C(CN(C2)C1)C4=CC=CC=C4N3)(C5=C(C=C6C(=C5)C78CCN9C7C(C=CC9)(C(C(C8N6C)(C(=O)OC)O)OC(=O)C)CC)OC)C(=O)OC.C(C(C(=O)O)O)(C(=O)O)O. Drug 2: C1=C(C(=O)NC(=O)N1)N(CCCl)CCCl. Cell line: ACHN. Synergy scores: CSS=78.5, Synergy_ZIP=-5.50, Synergy_Bliss=0.619, Synergy_Loewe=2.74, Synergy_HSA=3.51. (3) Drug 1: CC(CN1CC(=O)NC(=O)C1)N2CC(=O)NC(=O)C2. Drug 2: CN(C(=O)NC(C=O)C(C(C(CO)O)O)O)N=O. Cell line: SK-MEL-2. Synergy scores: CSS=22.4, Synergy_ZIP=-5.82, Synergy_Bliss=-3.63, Synergy_Loewe=-11.7, Synergy_HSA=-1.92. (4) Drug 1: CCCCC(=O)OCC(=O)C1(CC(C2=C(C1)C(=C3C(=C2O)C(=O)C4=C(C3=O)C=CC=C4OC)O)OC5CC(C(C(O5)C)O)NC(=O)C(F)(F)F)O. Drug 2: CC1CCC2CC(C(=CC=CC=CC(CC(C(=O)C(C(C(=CC(C(=O)CC(OC(=O)C3CCCCN3C(=O)C(=O)C1(O2)O)C(C)CC4CCC(C(C4)OC)O)C)C)O)OC)C)C)C)OC. Cell line: HL-60(TB). Synergy scores: CSS=71.2, Synergy_ZIP=5.97, Synergy_Bliss=6.17, Synergy_Loewe=9.17, Synergy_HSA=8.47. (5) Drug 1: C1CCC(CC1)NC(=O)N(CCCl)N=O. Drug 2: C1=CN(C(=O)N=C1N)C2C(C(C(O2)CO)O)O.Cl. Cell line: OVCAR-5. Synergy scores: CSS=26.9, Synergy_ZIP=-9.02, Synergy_Bliss=-7.99, Synergy_Loewe=-27.2, Synergy_HSA=-7.16. (6) Drug 1: C1CCC(C1)C(CC#N)N2C=C(C=N2)C3=C4C=CNC4=NC=N3. Drug 2: CC12CCC3C(C1CCC2OP(=O)(O)O)CCC4=C3C=CC(=C4)OC(=O)N(CCCl)CCCl.[Na+]. Cell line: CAKI-1. Synergy scores: CSS=-0.654, Synergy_ZIP=-6.60, Synergy_Bliss=-13.6, Synergy_Loewe=-14.9, Synergy_HSA=-11.8. (7) Drug 1: CC1=CC2C(CCC3(C2CCC3(C(=O)C)OC(=O)C)C)C4(C1=CC(=O)CC4)C. Drug 2: CCCCCOC(=O)NC1=NC(=O)N(C=C1F)C2C(C(C(O2)C)O)O. Cell line: A549. Synergy scores: CSS=5.76, Synergy_ZIP=-2.56, Synergy_Bliss=1.37, Synergy_Loewe=-2.19, Synergy_HSA=0.385.